The task is: Predict the product of the given reaction.. This data is from Forward reaction prediction with 1.9M reactions from USPTO patents (1976-2016). (1) Given the reactants Br[C:2]1[CH:26]=[CH:25][C:5]2[N:6]=[C:7]([NH:9][C:10]([N:12]3[CH2:17][CH2:16][C:15](=[CH:18][C:19]4[CH:24]=[CH:23][CH:22]=[CH:21][N:20]=4)[CH2:14][CH2:13]3)=[O:11])[S:8][C:4]=2[CH:3]=1.[N:27]1[CH:32]=[C:31](B(O)O)[CH:30]=[N:29][CH:28]=1.C(=O)([O-])[O-].[Na+].[Na+].[Cl-].[NH4+], predict the reaction product. The product is: [N:27]1[CH:32]=[C:31]([C:2]2[CH:26]=[CH:25][C:5]3[N:6]=[C:7]([NH:9][C:10]([N:12]4[CH2:17][CH2:16][C:15](=[CH:18][C:19]5[CH:24]=[CH:23][CH:22]=[CH:21][N:20]=5)[CH2:14][CH2:13]4)=[O:11])[S:8][C:4]=3[CH:3]=2)[CH:30]=[N:29][CH:28]=1. (2) Given the reactants [O:1]1[CH:5]([CH2:6]O)[CH2:4][C:3]2[CH:8]=[CH:9][C:10]3[C:15]([C:2]1=2)=[CH:14][CH:13]=[CH:12][CH:11]=3.C1(C)C=CC(S(Cl)(=O)=O)=CC=1.C(N(CC)CC)C.CC1C=CC(S(OCC2OC3C4CCCCC=4C=CC=3C2)(=O)=O)=CC=1.CC1C=CC(S(OCC2OC3C4C(C=CC=3C2)=CC=CC=4)(=O)=O)=CC=1.S(C1C=CC(C)=CC=1)([O-])(=O)=O.[N-:95]=[N+:96]=[N-:97].[Na+], predict the reaction product. The product is: [N:95]([CH2:6][CH:5]1[O:1][C:2]2[C:15]3[C:10]([CH:9]=[CH:8][C:3]=2[CH2:4]1)=[CH:11][CH:12]=[CH:13][CH:14]=3)=[N+:96]=[N-:97]. (3) The product is: [C:1]([O:5][C:6]([NH:8][CH2:9][CH2:10][CH2:11][O:12][CH2:13][CH2:14][O:15][CH2:16][CH2:17][O:18][CH2:19][CH2:20][CH2:21][NH:22][C:23](=[O:29])[CH2:24][CH2:25][C:26]([OH:28])=[O:27])=[O:7])([CH3:2])([CH3:4])[CH3:3]. Given the reactants [C:1]([O:5][C:6]([NH:8][CH2:9][CH2:10][CH2:11][O:12][CH2:13][CH2:14][O:15][CH2:16][CH2:17][O:18][CH2:19][CH2:20][CH2:21][NH2:22])=[O:7])([CH3:4])([CH3:3])[CH3:2].[C:23]1(=[O:29])[O:28][C:26](=[O:27])[CH2:25][CH2:24]1, predict the reaction product. (4) Given the reactants CC1C=CC(S(O[CH2:12][CH:13]2[CH2:17][C:16]3[CH:18]=[CH:19][CH:20]=[C:21]([C:22]4[CH:27]=[CH:26][C:25]([F:28])=[C:24]([Cl:29])[CH:23]=4)[C:15]=3[O:14]2)(=O)=O)=CC=1.[N-:30]=[N+:31]=[N-:32].[Na+].N(CC1CC2C=C(Cl)C=C(C3C=CSC=3)C=2O1)=[N+]=[N-], predict the reaction product. The product is: [N:30]([CH2:12][CH:13]1[CH2:17][C:16]2[CH:18]=[CH:19][CH:20]=[C:21]([C:22]3[CH:27]=[CH:26][C:25]([F:28])=[C:24]([Cl:29])[CH:23]=3)[C:15]=2[O:14]1)=[N+:31]=[N-:32]. (5) Given the reactants [CH3:1][O:2][C:3]([C:5]1[C:6]([OH:30])=[C:7]2[C:12](=[C:13](Br)[N:14]=1)[N:11]([CH2:16][CH:17]1[CH2:22][CH2:21][CH2:20][CH2:19][CH2:18]1)[C:10](=[O:23])[C:9]([C:24]1[CH:29]=[CH:28][CH:27]=[CH:26][CH:25]=1)=[CH:8]2)=[O:4].C([Sn](CCCC)(CCCC)[C:36]1[CH:41]=[CH:40][N:39]=[CH:38][CH:37]=1)CCC.CCOC(C)=O.Cl, predict the reaction product. The product is: [CH3:1][O:2][C:3]([C:5]1[C:6]([OH:30])=[C:7]2[C:12](=[C:13]([C:36]3[CH:41]=[CH:40][N:39]=[CH:38][CH:37]=3)[N:14]=1)[N:11]([CH2:16][CH:17]1[CH2:22][CH2:21][CH2:20][CH2:19][CH2:18]1)[C:10](=[O:23])[C:9]([C:24]1[CH:29]=[CH:28][CH:27]=[CH:26][CH:25]=1)=[CH:8]2)=[O:4]. (6) Given the reactants [C:1]1([S:7]([N:10]2[C:18]3[C:13](=[CH:14][CH:15]=[C:16]([C:19]([O:21]C)=O)[CH:17]=3)[CH:12]=[CH:11]2)(=[O:9])=[O:8])[CH:6]=[CH:5][CH:4]=[CH:3][CH:2]=1.[Li+].C[Si]([N-][Si](C)(C)C)(C)C.[Cl:33][C:34]1[N:39]=[C:38]([CH3:40])[CH:37]=[CH:36][N:35]=1, predict the reaction product. The product is: [Cl:33][C:34]1[N:39]=[C:38]([CH2:40][C:19]([C:16]2[CH:17]=[C:18]3[C:13]([CH:12]=[CH:11][N:10]3[S:7]([C:1]3[CH:2]=[CH:3][CH:4]=[CH:5][CH:6]=3)(=[O:9])=[O:8])=[CH:14][CH:15]=2)=[O:21])[CH:37]=[CH:36][N:35]=1. (7) Given the reactants [CH2:1]([NH2:4])[CH:2]=[CH2:3].Cl[C:6]([O:8][CH2:9][C:10]1[CH:15]=[CH:14][CH:13]=[CH:12][CH:11]=1)=[O:7], predict the reaction product. The product is: [C:10]1([CH2:9][O:8][C:6]([NH:4][CH2:1][CH:2]=[CH2:3])=[O:7])[CH:15]=[CH:14][CH:13]=[CH:12][CH:11]=1. (8) Given the reactants [Cl:1][C:2]1[S:6][C:5]([S:7]([N:10]([C:19]2[C:27]3[C:22](=[CH:23][CH:24]=[CH:25][C:26]=3[O:28][CH3:29])[NH:21][N:20]=2)[CH2:11][O:12][CH2:13][CH2:14][Si:15]([CH3:18])([CH3:17])[CH3:16])(=[O:9])=[O:8])=[CH:4][CH:3]=1.Cl[CH2:31][C:32]1[CH:44]=[CH:43][C:35]([C:36]([N:38]([CH2:41]C)[CH2:39]C)=[O:37])=[CH:34][CH:33]=1.[OH-].[K+], predict the reaction product. The product is: [Cl:1][C:2]1[S:6][C:5]([S:7]([N:10]([CH2:11][O:12][CH2:13][CH2:14][Si:15]([CH3:18])([CH3:16])[CH3:17])[C:19]2[C:27]3[C:22](=[CH:23][CH:24]=[CH:25][C:26]=3[O:28][CH3:29])[N:21]([CH2:31][C:32]3[CH:44]=[CH:43][C:35]([C:36]([N:38]([CH3:39])[CH3:41])=[O:37])=[CH:34][CH:33]=3)[N:20]=2)(=[O:9])=[O:8])=[CH:4][CH:3]=1. (9) Given the reactants ClC(OCC)=O.[CH3:7][C:8]1[NH:12][CH:11]=[C:10]([CH2:13][CH2:14][C:15]([OH:17])=O)[CH:9]=1.[CH2:18]([N:20](CC)[CH2:21]C)C.CNC, predict the reaction product. The product is: [CH3:18][N:20]([CH3:21])[C:15](=[O:17])[CH2:14][CH2:13][C:10]1[CH:9]=[C:8]([CH3:7])[NH:12][CH:11]=1. (10) Given the reactants [NH:1]1[C:10]2[CH2:9][CH2:8][CH2:7][CH2:6][C:5]=2[C:4](=[O:11])[NH:3][C:2]1=[O:12].C[Si](C)(C)N[Si](C)(C)C.S(=O)(=O)(O)O.Br[CH2:28][C:29]1[CH:30]=[C:31]([CH:36]=[CH:37][CH:38]=1)[C:32]([O:34][CH3:35])=[O:33], predict the reaction product. The product is: [CH3:35][O:34][C:32]([C:31]1[CH:30]=[C:29]([CH:38]=[CH:37][CH:36]=1)[CH2:28][N:1]1[C:10]2[CH2:9][CH2:8][CH2:7][CH2:6][C:5]=2[C:4](=[O:11])[NH:3][C:2]1=[O:12])=[O:33].